The task is: Regression. Given a peptide amino acid sequence and an MHC pseudo amino acid sequence, predict their binding affinity value. This is MHC class II binding data.. This data is from Peptide-MHC class II binding affinity with 134,281 pairs from IEDB. The peptide sequence is VLLAFNCHERPYDLD. The MHC is HLA-DQA10401-DQB10402 with pseudo-sequence HLA-DQA10401-DQB10402. The binding affinity (normalized) is 0.231.